Dataset: Reaction yield outcomes from USPTO patents with 853,638 reactions. Task: Predict the reaction yield, written as a fraction of the theoretical maximum amount of product (1.0 means a 100% yield; for example, 0.34 means a 34% yield). (1) The reactants are [CH3:1][O:2][CH2:3][C@@H:4]1[CH2:8][CH2:7][CH2:6][N:5]1[C:9]([C:11]1[S:19][C:18]2[C:13](=[N:14][CH:15]=[CH:16][C:17]=2[O:20][C:21]2[CH:22]=[CH:23][C:24]3[C:28]([C:29]([OH:31])=O)=[C:27]([CH3:32])[S:26][C:25]=3[CH:33]=2)[CH:12]=1)=[O:10].[NH2:34][CH2:35][CH2:36][CH2:37][OH:38].CN(C(ON1N=NC2C=CC=CC1=2)=[N+](C)C)C.F[P-](F)(F)(F)(F)F.C(N(C(C)C)CC)(C)C. No catalyst specified. The product is [OH:38][CH2:37][CH2:36][CH2:35][NH:34][C:29]([C:28]1[C:24]2[CH:23]=[CH:22][C:21]([O:20][C:17]3[CH:16]=[CH:15][N:14]=[C:13]4[CH:12]=[C:11]([C:9]([N:5]5[CH2:6][CH2:7][CH2:8][C@H:4]5[CH2:3][O:2][CH3:1])=[O:10])[S:19][C:18]=34)=[CH:33][C:25]=2[S:26][C:27]=1[CH3:32])=[O:31]. The yield is 0.880. (2) The reactants are [CH2:1](N1C2N=CN=C(OC3C=CC(NC(NC(=O)[CH2:1][C:2]4[CH:7]=[CH:6][CH:5]=[CH:4][CH:3]=4)=S)=CC=3F)C=2C=C1)[C:2]1[CH:7]=[CH:6][CH:5]=[CH:4][CH:3]=1.[F:38][C:39]1[CH:40]=[C:41]([NH:55][C:56]([NH:58][C:59](=[O:67])[CH2:60]C2C=CC=CC=2)=[S:57])[CH:42]=[CH:43][C:44]=1[O:45][C:46]1[CH:51]=[CH:50][N:49]=[C:48]2[CH:52]=[CH:53][S:54][C:47]=12.C1(CCC(N=C=S)=O)C=CC=CC=1. No catalyst specified. The product is [F:38][C:39]1[CH:40]=[C:41]([NH:55][C:56]([NH:58][C:59](=[O:67])[CH2:60][CH2:1][C:2]2[CH:7]=[CH:6][CH:5]=[CH:4][CH:3]=2)=[S:57])[CH:42]=[CH:43][C:44]=1[O:45][C:46]1[CH:51]=[CH:50][N:49]=[C:48]2[CH:52]=[CH:53][S:54][C:47]=12. The yield is 0.590. (3) The reactants are C([N:8]1[CH2:13][CH2:12][C:11](=O)[CH2:10][CH2:9]1)(OC(C)(C)C)=O.[C:15]([CH2:17][C:18]1[O:19][C:20]([C:23]2[CH:28]=[CH:27][CH:26]=[CH:25][CH:24]=2)=[N:21][N:22]=1)#[N:16].C[Si]([N-][Si](C)(C)C)(C)C.[Na+]. The catalyst is C1COCC1. The product is [C:15]([C:17](=[C:11]1[CH2:10][CH2:9][NH:8][CH2:13][CH2:12]1)[C:18]1[O:19][C:20]([C:23]2[CH:28]=[CH:27][CH:26]=[CH:25][CH:24]=2)=[N:21][N:22]=1)#[N:16]. The yield is 0.800. (4) The yield is 0.760. The product is [CH2:1]([C:3]1[N:4]([C:28]2[CH:33]=[CH:32][C:31]([O:34][C:35]3([CH2:39][OH:40])[CH2:36][CH2:37][CH2:38]3)=[CH:30][CH:29]=2)[C:5](=[O:27])[C:6]([CH2:12][C:13]2[CH:14]=[CH:15][C:16]([C:19]3[CH:24]=[CH:23][CH:22]=[CH:21][C:20]=3[C:25]3[NH:41][C:64](=[O:66])[O:67][N:26]=3)=[CH:17][CH:18]=2)=[C:7]([CH2:9][CH2:10][CH3:11])[N:8]=1)[CH3:2]. The reactants are [CH2:1]([C:3]1[N:4]([C:28]2[CH:33]=[CH:32][C:31]([O:34][C:35]3([CH2:39][OH:40])[CH2:38][CH2:37][CH2:36]3)=[CH:30][CH:29]=2)[C:5](=[O:27])[C:6]([CH2:12][C:13]2[CH:18]=[CH:17][C:16]([C:19]3[C:20]([C:25]#[N:26])=[CH:21][CH:22]=[CH:23][CH:24]=3)=[CH:15][CH:14]=2)=[C:7]([CH2:9][CH2:10][CH3:11])[N:8]=1)[CH3:2].[N:41]1C(C)=CC=CC=1C.FC(F)(F)S(O[Si](C(C)(C)C)(C)C)(=O)=O.[C:64]([O:67]CC)(=[O:66])C. The catalyst is ClCCl.